Dataset: Reaction yield outcomes from USPTO patents with 853,638 reactions. Task: Predict the reaction yield, written as a fraction of the theoretical maximum amount of product (1.0 means a 100% yield; for example, 0.34 means a 34% yield). The reactants are [CH3:1][C:2]1[CH:3]=[C:4]([CH:7]=[CH:8][C:9]=1[O:10][CH2:11][CH2:12][CH2:13][N:14]1[CH2:19][CH2:18][N:17]([CH3:20])[CH2:16][CH2:15]1)[CH:5]=O.[C:21]([C:25]1[CH:26]=[C:27]([NH2:32])[C:28]([NH2:31])=[CH:29][CH:30]=1)([CH3:24])([CH3:23])[CH3:22]. No catalyst specified. The product is [C:21]([C:25]1[CH:30]=[CH:29][C:28]2[NH:31][C:5]([C:4]3[CH:7]=[CH:8][C:9]([O:10][CH2:11][CH2:12][CH2:13][N:14]4[CH2:19][CH2:18][N:17]([CH3:20])[CH2:16][CH2:15]4)=[C:2]([CH3:1])[CH:3]=3)=[N:32][C:27]=2[CH:26]=1)([CH3:24])([CH3:22])[CH3:23]. The yield is 0.810.